From a dataset of Forward reaction prediction with 1.9M reactions from USPTO patents (1976-2016). Predict the product of the given reaction. (1) Given the reactants [CH2:1]([C:3]1[CH:10]=[C:9]([N+:11]([O-])=O)[CH:8]=[CH:7][C:4]=1[C:5]#[N:6])[CH3:2].Cl, predict the reaction product. The product is: [NH2:11][C:9]1[CH:8]=[CH:7][C:4]([C:5]#[N:6])=[C:3]([CH2:1][CH3:2])[CH:10]=1. (2) Given the reactants [S:1]1[CH:5]=[CH:4][CH:3]=[CH:2]1.[Li].[CH:7]([C@@H:9]1[N:13]([CH3:14])[C:12](=[O:15])[CH2:11][C@@H:10]1[C:16]1[CH:21]=[CH:20][CH:19]=[CH:18][CH:17]=1)=[O:8].[NH4+].[Cl-], predict the reaction product. The product is: [OH:8][C@H:7]([C:2]1[S:1][CH:5]=[CH:4][CH:3]=1)[C@@H:9]1[N:13]([CH3:14])[C:12](=[O:15])[CH2:11][C@@H:10]1[C:16]1[CH:21]=[CH:20][CH:19]=[CH:18][CH:17]=1. (3) The product is: [C:16]([O:20][C:21]([N:23]1[CH2:24][CH2:25][CH:26]([O:29][CH:30]([C:32]2[O:12][N:11]=[C:10]([C:7]3[CH:8]=[CH:9][C:4]([C:3]([O:2][CH3:1])=[O:15])=[C:5]([F:14])[CH:6]=3)[N:13]=2)[CH3:31])[CH2:27][CH2:28]1)=[O:22])([CH3:19])([CH3:18])[CH3:17]. Given the reactants [CH3:1][O:2][C:3](=[O:15])[C:4]1[CH:9]=[CH:8][C:7]([C:10](=[NH:13])[NH:11][OH:12])=[CH:6][C:5]=1[F:14].[C:16]([O:20][C:21]([N:23]1[CH2:28][CH2:27][CH:26]([O:29][CH:30]([C:32](O)=O)[CH3:31])[CH2:25][CH2:24]1)=[O:22])([CH3:19])([CH3:18])[CH3:17], predict the reaction product. (4) Given the reactants Cl.[NH2:2][C:3]1[CH:10]=[C:9]([CH2:11][N:12]2[CH2:17][CH2:16][CH:15]([CH2:18][C:19]3[NH:23][C:22]4[CH:24]=[C:25]([Cl:28])[CH:26]=[CH:27][C:21]=4[N:20]=3)[CH2:14][C:13]2=[O:29])[CH:8]=[CH:7][C:4]=1[C:5]#[N:6].Cl.Cl[NH:32][CH:33]=O.[N:35]1C=CC=CC=1, predict the reaction product. The product is: [Cl:28][C:25]1[CH:26]=[CH:27][C:21]2[N:20]=[C:19]([CH2:18][CH:15]3[CH2:16][CH2:17][N:12]([CH2:11][C:9]4[CH:10]=[C:3]5[C:4]([C:5]([NH2:35])=[N:6][C:33]([NH2:32])=[N:2]5)=[CH:7][CH:8]=4)[C:13](=[O:29])[CH2:14]3)[NH:23][C:22]=2[CH:24]=1. (5) The product is: [F:35][C:36]1[C:46]([F:47])=[CH:45][C:44]([C:15]2[CH:16]=[C:17]3[C:9]([C:4]4[CH:5]=[CH:6][CH:7]=[CH:8][C:3]=4[O:2][CH3:1])=[N:10][N:11]([CH2:27][O:28][CH2:29][CH2:30][Si:31]([CH3:34])([CH3:32])[CH3:33])[C:12]3=[N:13][CH:14]=2)=[CH:43][C:37]=1[C:38]([N:40]([CH3:42])[CH3:41])=[O:39]. Given the reactants [CH3:1][O:2][C:3]1[CH:8]=[CH:7][CH:6]=[CH:5][C:4]=1[C:9]1[C:17]2[C:12](=[N:13][CH:14]=[C:15](B3OC(C)(C)C(C)(C)O3)[CH:16]=2)[N:11]([CH2:27][O:28][CH2:29][CH2:30][Si:31]([CH3:34])([CH3:33])[CH3:32])[N:10]=1.[F:35][C:36]1[C:46]([F:47])=[CH:45][C:44](I)=[CH:43][C:37]=1[C:38]([N:40]([CH3:42])[CH3:41])=[O:39].C(=O)([O-])[O-].[Na+].[Na+].S([O-])([O-])(=O)=O.[Na+].[Na+], predict the reaction product. (6) Given the reactants [CH3:1][C:2]1([CH3:18])[O:17][CH2:16][C:5]2=[C:6]([N:13]([CH3:15])[CH3:14])[NH:7][C:8](=[O:12])[C:9]([C:10]#[N:11])=[C:4]2[CH2:3]1.C(=O)([O-])[O-].[K+].[K+].Br[CH2:26][C:27]([O:29][CH2:30][CH3:31])=[O:28], predict the reaction product. The product is: [C:10]([C:9]1[C:8]([O:12][CH2:26][C:27]([O:29][CH2:30][CH3:31])=[O:28])=[N:7][C:6]([N:13]([CH3:14])[CH3:15])=[C:5]2[CH2:16][O:17][C:2]([CH3:18])([CH3:1])[CH2:3][C:4]=12)#[N:11].